From a dataset of Forward reaction prediction with 1.9M reactions from USPTO patents (1976-2016). Predict the product of the given reaction. (1) Given the reactants [CH3:1][C:2]1[CH:3]=[C:4]([CH:30]=[CH:31][C:32]=1[CH3:33])[CH2:5][CH:6]([CH2:10][C:11](=[O:29])[N:12]1[CH2:17][CH2:16][CH:15]([N:18]2[CH2:27][C:26]3[C:21](=[CH:22][CH:23]=[CH:24][CH:25]=3)[NH:20][C:19]2=[O:28])[CH2:14][CH2:13]1)[C:7](O)=[O:8].CN(C(ON1N=NC2C=CC=CC1=2)=[N+](C)C)C.[B-](F)(F)(F)F.C1C=CC2N(O)N=NC=2C=1.C(N(C(C)C)C(C)C)C.[N:75]1([CH:81]2[CH2:86][CH2:85][NH:84][CH2:83][CH2:82]2)[CH2:80][CH2:79][CH2:78][CH2:77][CH2:76]1, predict the reaction product. The product is: [N:75]1([CH:81]2[CH2:86][CH2:85][N:84]([C:7](=[O:8])[CH:6]([CH2:5][C:4]3[CH:30]=[CH:31][C:32]([CH3:33])=[C:2]([CH3:1])[CH:3]=3)[CH2:10][C:11]([N:12]3[CH2:17][CH2:16][CH:15]([N:18]4[CH2:27][C:26]5[C:21](=[CH:22][CH:23]=[CH:24][CH:25]=5)[NH:20][C:19]4=[O:28])[CH2:14][CH2:13]3)=[O:29])[CH2:83][CH2:82]2)[CH2:80][CH2:79][CH2:78][CH2:77][CH2:76]1. (2) The product is: [S:1]1[C:5]2[CH:6]=[CH:7][CH:8]=[CH:9][C:4]=2[CH:3]=[C:2]1[C:10]1[CH:19]=[C:18]2[C:13]([N:14]=[CH:15][CH:16]=[N:17]2)=[C:12]([C:20]([NH:22][CH2:23][C:24]([OH:26])=[O:25])=[O:21])[C:11]=1[OH:29]. Given the reactants [S:1]1[C:5]2[CH:6]=[CH:7][CH:8]=[CH:9][C:4]=2[CH:3]=[C:2]1[C:10]1[CH:19]=[C:18]2[C:13]([N:14]=[CH:15][CH:16]=[N:17]2)=[C:12]([C:20]([NH:22][CH2:23][C:24]([O:26]CC)=[O:25])=[O:21])[C:11]=1[OH:29].[OH-].[Na+], predict the reaction product. (3) Given the reactants [OH:1][C@H:2]1[CH2:6][CH2:5][N:4]([C:7](=O)[CH:8]([NH:15][C:16](=O)OC(C)(C)C)[CH:9]2[CH2:14][CH2:13][O:12][CH2:11][CH2:10]2)[CH2:3]1.[H-].[H-].[H-].[H-].[Li+].[Al+3], predict the reaction product. The product is: [CH3:16][NH:15][CH:8]([CH:9]1[CH2:14][CH2:13][O:12][CH2:11][CH2:10]1)[CH2:7][N:4]1[CH2:5][CH2:6][C@H:2]([OH:1])[CH2:3]1. (4) Given the reactants C(OC(=O)[NH:7][CH2:8][CH2:9][CH2:10][N:11]([CH2:16][C:17]1[CH:22]=[CH:21][CH:20]=[C:19]([C:23]2[CH:28]=[CH:27][N:26]=[C:25](Cl)[N:24]=2)[CH:18]=1)[S:12]([CH3:15])(=[O:14])=[O:13])(C)(C)C.[Cl:31][C:32]1[CH:37]=[CH:36][C:35]([CH2:38][CH2:39][NH2:40])=[CH:34][CH:33]=1, predict the reaction product. The product is: [NH2:7][CH2:8][CH2:9][CH2:10][N:11]([CH2:16][C:17]1[CH:22]=[CH:21][CH:20]=[C:19]([C:23]2[CH:28]=[CH:27][N:26]=[C:25]([NH:40][CH2:39][CH2:38][C:35]3[CH:36]=[CH:37][C:32]([Cl:31])=[CH:33][CH:34]=3)[N:24]=2)[CH:18]=1)[S:12]([CH3:15])(=[O:13])=[O:14]. (5) Given the reactants [C:1]([O:5][C:6]([NH:8][CH2:9][C:10]1[CH:11]=[C:12]([CH:16]2[CH2:21][CH2:20][NH:19][CH2:18][CH2:17]2)[CH:13]=[CH:14][CH:15]=1)=[O:7])([CH3:4])([CH3:3])[CH3:2].Cl.BrC1C=C(C=CC=1[F:32])CN.Br[C:34]1[CH:35]=[C:36]([CH:47]=[CH:48][C:49]=1[F:50])[CH2:37][N:38]1[Si:42]([CH3:44])([CH3:43])[CH2:41][CH2:40][Si:39]1([CH3:46])[CH3:45].[Li]CCCC.[CH2:56]([N:63]1[CH2:68][CH2:67][C:66](=[O:69])[CH2:65][CH2:64]1)[C:57]1[CH:62]=[CH:61][CH:60]=[CH:59][CH:58]=1, predict the reaction product. The product is: [C:1]([O:5][C:6]([NH:8][CH2:9][C:10]1[CH:15]=[CH:14][C:13]([F:32])=[C:12]([CH:16]2[CH2:21][CH2:20][NH:19][CH2:18][CH2:17]2)[CH:11]=1)=[O:7])([CH3:4])([CH3:2])[CH3:3].[CH2:56]([N:63]1[CH2:68][CH2:67][C:66]([C:34]2[CH:35]=[C:36]([CH:47]=[CH:48][C:49]=2[F:50])[CH2:37][N:38]2[Si:42]([CH3:44])([CH3:43])[CH2:41][CH2:40][Si:39]2([CH3:46])[CH3:45])([OH:69])[CH2:65][CH2:64]1)[C:57]1[CH:58]=[CH:59][CH:60]=[CH:61][CH:62]=1. (6) Given the reactants [Cl:1][C:2]1[CH:3]=[CH:4][C:5]([NH:9][C:10]2[N:14]([CH3:15])[C:13]3[C:16]([N:20]([CH2:24][CH2:25][CH3:26])[CH2:21][CH2:22][CH3:23])=[CH:17][CH:18]=[CH:19][C:12]=3[N:11]=2)=[C:6]([OH:8])[CH:7]=1.C1(P(C2C=CC=CC=2)C2C=CC=CC=2)C=CC=CC=1.CCOC(/N=N/C(OCC)=O)=O.[Br:58][CH2:59][CH2:60][CH2:61]O, predict the reaction product. The product is: [Br:58][CH2:59][CH2:60][CH2:61][O:8][C:6]1[CH:7]=[C:2]([Cl:1])[CH:3]=[CH:4][C:5]=1[NH:9][C:10]1[N:14]([CH3:15])[C:13]2[C:16]([N:20]([CH2:24][CH2:25][CH3:26])[CH2:21][CH2:22][CH3:23])=[CH:17][CH:18]=[CH:19][C:12]=2[N:11]=1. (7) Given the reactants [Si:1]([O:11][CH2:12]C)([O:8][CH2:9]C)([O:5][CH2:6]C)[O:2][CH2:3]C.[Si](OCCC)(OCCC)(OCCC)OCCC.[Si](OCCCC)(OCCCC)(OCCCC)OCCCC, predict the reaction product. The product is: [Si:1]([O:11][CH3:12])([O:8][CH3:9])([O:5][CH3:6])[O:2][CH3:3]. (8) Given the reactants [H-].[K+].Br[C:4]1[CH:12]=[C:11]2[C:7]([CH:8]=[CH:9][NH:10]2)=[CH:6][CH:5]=1.C([Li])(C)(C)C.CCCCC.[CH3:23][S:24]SC, predict the reaction product. The product is: [CH3:23][S:24][C:4]1[CH:12]=[C:11]2[C:7]([CH:8]=[CH:9][NH:10]2)=[CH:6][CH:5]=1. (9) Given the reactants Cl.[NH2:2][CH2:3][C:4]1[CH:5]=[C:6]2[C:10](=[CH:11][CH:12]=1)[C:9](=[O:13])[N:8]([CH:14]1[CH2:19][CH2:18][C:17](=[O:20])[NH:16][C:15]1=[O:21])[C:7]2=[O:22].[CH:23]1([N:29]=[C:30]=[O:31])[CH2:28][CH2:27][CH2:26][CH2:25][CH2:24]1.C(N(CC)CC)C, predict the reaction product. The product is: [CH:23]1([NH:29][C:30]([NH:2][CH2:3][C:4]2[CH:5]=[C:6]3[C:10](=[CH:11][CH:12]=2)[C:9](=[O:13])[N:8]([CH:14]2[CH2:19][CH2:18][C:17](=[O:20])[NH:16][C:15]2=[O:21])[C:7]3=[O:22])=[O:31])[CH2:28][CH2:27][CH2:26][CH2:25][CH2:24]1.